From a dataset of Peptide-MHC class II binding affinity with 134,281 pairs from IEDB. Regression. Given a peptide amino acid sequence and an MHC pseudo amino acid sequence, predict their binding affinity value. This is MHC class II binding data. (1) The peptide sequence is ACILDGDNLFPKV. The MHC is DRB1_0401 with pseudo-sequence DRB1_0401. The binding affinity (normalized) is 0.335. (2) The peptide sequence is YEAMYTPHTVLQAVG. The MHC is DRB1_0301 with pseudo-sequence DRB1_0301. The binding affinity (normalized) is 0.235. (3) The peptide sequence is RRMWASAQNISGAGW. The MHC is DRB5_0101 with pseudo-sequence DRB5_0101. The binding affinity (normalized) is 0.459. (4) The peptide sequence is HVSCRVKLSALTLKG. The MHC is HLA-DQA10601-DQB10402 with pseudo-sequence HLA-DQA10601-DQB10402. The binding affinity (normalized) is 0.657.